This data is from Forward reaction prediction with 1.9M reactions from USPTO patents (1976-2016). The task is: Predict the product of the given reaction. (1) Given the reactants [Br:1][C:2]1[CH:7]=[C:6]([S:8](=[O:22])(=[O:21])[N:9]=[C:10]([N:14]2[CH2:18][C:17]([CH3:20])([CH3:19])[CH:16]=[N:15]2)[NH:11][CH2:12][CH3:13])[CH:5]=[CH:4][C:3]=1[NH:23]C(=O)C(F)(F)F.C(=O)([O-])[O-].[K+].[K+].O, predict the reaction product. The product is: [NH2:23][C:3]1[CH:4]=[CH:5][C:6]([S:8]([N:9]=[C:10]([N:14]2[CH2:18][C:17]([CH3:20])([CH3:19])[CH:16]=[N:15]2)[NH:11][CH2:12][CH3:13])(=[O:22])=[O:21])=[CH:7][C:2]=1[Br:1]. (2) Given the reactants [CH3:1][C:2]1[NH:3][CH:4]=[C:5]([C:7]([O:9][CH2:10][CH3:11])=[O:8])[N:6]=1.C(=O)([O-])[O-].[K+].[K+].[CH2:18]1[O:21][C@@H:19]1[CH3:20], predict the reaction product. The product is: [OH:21][C@H:19]([CH3:20])[CH2:18][N:3]1[CH:4]=[C:5]([C:7]([O:9][CH2:10][CH3:11])=[O:8])[N:6]=[C:2]1[CH3:1].